This data is from Buchwald-Hartwig C-N cross coupling reaction yields with 55,370 reactions. The task is: Predict the reaction yield, written as a fraction of the theoretical maximum amount of product (1.0 means a 100% yield; for example, 0.34 means a 34% yield). (1) The reactants are COc1ccc(I)cc1.Cc1ccc(N)cc1.O=S(=O)(O[Pd]1c2ccccc2-c2ccccc2N~1)C(F)(F)F.CC(C)c1cc(C(C)C)c(-c2ccccc2P(C2CCCCC2)C2CCCCC2)c(C(C)C)c1.CN(C)C(=NC(C)(C)C)N(C)C.Cc1cc(-n2cccc2)no1. No catalyst specified. The product is COc1ccc(Nc2ccc(C)cc2)cc1. The yield is 0.229. (2) The reactants are COc1ccc(I)cc1.Cc1ccc(N)cc1.O=S(=O)(O[Pd]1c2ccccc2-c2ccccc2N~1)C(F)(F)F.COc1ccc(OC)c(P(C(C)(C)C)C(C)(C)C)c1-c1c(C(C)C)cc(C(C)C)cc1C(C)C.CCN=P(N=P(N(C)C)(N(C)C)N(C)C)(N(C)C)N(C)C.Cc1ccno1. No catalyst specified. The product is COc1ccc(Nc2ccc(C)cc2)cc1. The yield is 0.0969. (3) The reactants are FC(F)(F)c1ccc(Cl)cc1.Cc1ccc(N)cc1.O=S(=O)(O[Pd]1c2ccccc2-c2ccccc2N~1)C(F)(F)F.COc1ccc(OC)c(P(C(C)(C)C)C(C)(C)C)c1-c1c(C(C)C)cc(C(C)C)cc1C(C)C.CN1CCCN2CCCN=C12.c1ccc(CN(Cc2ccccc2)c2ccon2)cc1. No catalyst specified. The product is Cc1ccc(Nc2ccc(C(F)(F)F)cc2)cc1. The yield is 0.296.